Dataset: Forward reaction prediction with 1.9M reactions from USPTO patents (1976-2016). Task: Predict the product of the given reaction. (1) Given the reactants C1CCC(N=C=NC2CCCCC2)CC1.[C:16]([NH:23][CH2:24][CH2:25][C:26]([OH:28])=O)([O:18][C:19]([CH3:22])([CH3:21])[CH3:20])=[O:17].[NH2:29][C:30]1[CH:31]=[C:32]([CH:37]=[CH:38][C:39]=1[NH:40][CH3:41])[C:33]([O:35][CH3:36])=[O:34], predict the reaction product. The product is: [C:19]([O:18][C:16]([NH:23][CH2:24][CH2:25][C:26]([NH:29][C:30]1[CH:31]=[C:32]([CH:37]=[CH:38][C:39]=1[NH:40][CH3:41])[C:33]([O:35][CH3:36])=[O:34])=[O:28])=[O:17])([CH3:20])([CH3:21])[CH3:22]. (2) The product is: [OH:27][C:24]([CH3:26])([CH3:25])[CH2:23][O:22][C:19]1[CH:20]=[CH:21][C:16]([N:13]2[CH2:12][CH2:11][N:10]3[CH:30]=[C:7]([S:37][C:31]4[CH:36]=[CH:35][CH:34]=[CH:33][CH:32]=4)[CH:8]=[C:9]3[C:14]2=[O:15])=[CH:17][C:18]=1[O:28][CH3:29]. Given the reactants [Li]CCCC.Br[C:7]1[CH:8]=[C:9]2[C:14](=[O:15])[N:13]([C:16]3[CH:21]=[CH:20][C:19]([O:22][CH2:23][C:24]([OH:27])([CH3:26])[CH3:25])=[C:18]([O:28][CH3:29])[CH:17]=3)[CH2:12][CH2:11][N:10]2[CH:30]=1.[C:31]1([S:37][S:37][C:31]2[CH:36]=[CH:35][CH:34]=[CH:33][CH:32]=2)[CH:36]=[CH:35][CH:34]=[CH:33][CH:32]=1, predict the reaction product. (3) Given the reactants [Si:1]([O:8][C@@H:9]1[C@H:13]([CH2:14][O:15][Si](C(C)(C)C)(C)C)[CH2:12][C@@H:11]([N:23]2[C:27]3[N:28]=[CH:29][N:30]=[C:31]([NH:32][C@@H:33]4[C:41]5[C:36](=[CH:37][CH:38]=[CH:39][CH:40]=5)[CH2:35][CH2:34]4)[C:26]=3[CH:25]=[CH:24]2)[CH2:10]1)([C:4]([CH3:7])([CH3:6])[CH3:5])([CH3:3])[CH3:2].O.C(O)(=O)C, predict the reaction product. The product is: [Si:1]([O:8][C@H:9]1[CH2:10][C@H:11]([N:23]2[C:27]3[N:28]=[CH:29][N:30]=[C:31]([NH:32][C@@H:33]4[C:41]5[C:36](=[CH:37][CH:38]=[CH:39][CH:40]=5)[CH2:35][CH2:34]4)[C:26]=3[CH:25]=[CH:24]2)[CH2:12][C@H:13]1[CH2:14][OH:15])([C:4]([CH3:7])([CH3:6])[CH3:5])([CH3:3])[CH3:2]. (4) Given the reactants [N:1]([CH2:4][CH2:5][CH3:6])=[C:2]=[O:3].[CH3:7][C:8]1([CH3:32])[CH2:17][CH2:16][C:15]([CH3:19])([CH3:18])[C:14]2[CH:13]=[C:12]([C:20]([O:22][CH2:23][CH2:24][C:25]3[CH:30]=[CH:29][C:28]([NH2:31])=[CH:27][CH:26]=3)=[O:21])[CH:11]=[CH:10][C:9]1=2, predict the reaction product. The product is: [CH3:7][C:8]1([CH3:32])[CH2:17][CH2:16][C:15]([CH3:18])([CH3:19])[C:14]2[CH:13]=[C:12]([C:20]([O:22][CH2:23][CH2:24][C:25]3[CH:26]=[CH:27][C:28]([NH:31][C:2]([NH:1][CH2:4][CH2:5][CH3:6])=[O:3])=[CH:29][CH:30]=3)=[O:21])[CH:11]=[CH:10][C:9]1=2. (5) Given the reactants O.[BH4-].[Na+].[C:4]([C:7]1[CH:8]=[N:9][C:10]([Br:13])=[CH:11][CH:12]=1)(=[O:6])[CH3:5], predict the reaction product. The product is: [Br:13][C:10]1[N:9]=[CH:8][C:7]([CH:4]([OH:6])[CH3:5])=[CH:12][CH:11]=1. (6) Given the reactants C(OC([N:8]1[CH2:13][CH2:12][O:11][CH:10]([C:14]2[CH:19]=[CH:18][C:17]([NH:20][C:21]3[N:26]=[CH:25][C:24]([C:27]([F:30])([F:29])[F:28])=[CH:23][N:22]=3)=[C:16]([F:31])[CH:15]=2)[CH2:9]1)=O)(C)(C)C.FC(F)(F)C(O)=O.[OH-].[Na+], predict the reaction product. The product is: [F:31][C:16]1[CH:15]=[C:14]([CH:10]2[O:11][CH2:12][CH2:13][NH:8][CH2:9]2)[CH:19]=[CH:18][C:17]=1[NH:20][C:21]1[N:22]=[CH:23][C:24]([C:27]([F:29])([F:30])[F:28])=[CH:25][N:26]=1.